This data is from Catalyst prediction with 721,799 reactions and 888 catalyst types from USPTO. The task is: Predict which catalyst facilitates the given reaction. (1) The catalyst class is: 211. Product: [N:15]([C:5]1[C:6]([N:8]2[CH2:9][CH:10]=[CH:11][CH2:12][CH2:13]2)=[N:7][C:2]([NH2:1])=[N:3][C:4]=1[NH2:14])=[O:16]. Reactant: [NH2:1][C:2]1[N:7]=[C:6]([N:8]2[CH2:13][CH:12]=[CH:11][CH2:10][CH2:9]2)[CH:5]=[C:4]([NH2:14])[N:3]=1.[N:15]([O-])=[O:16].[Na+]. (2) Reactant: [F:1][C:2]1[CH:3]=[C:4]([NH2:19])[CH:5]=[CH:6][C:7]=1[O:8][C:9]1[CH:14]=[CH:13][N:12]=[C:11]2[NH:15][C:16]([CH3:18])=[CH:17][C:10]=12.[F:20][C:21]1[CH:26]=[CH:25][C:24]([N:27]2[CH:32]=[CH:31][CH:30]=[C:29]([C:33](O)=[O:34])[C:28]2=[O:36])=[CH:23][CH:22]=1.CN([P+](ON1N=NC2C=CC=CC1=2)(N(C)C)N(C)C)C.F[P-](F)(F)(F)(F)F.C(N(CC)CC)C. Product: [F:1][C:2]1[CH:3]=[C:4]([NH:19][C:33]([C:29]2[C:28](=[O:36])[N:27]([C:24]3[CH:23]=[CH:22][C:21]([F:20])=[CH:26][CH:25]=3)[CH:32]=[CH:31][CH:30]=2)=[O:34])[CH:5]=[CH:6][C:7]=1[O:8][C:9]1[CH:14]=[CH:13][N:12]=[C:11]2[NH:15][C:16]([CH3:18])=[CH:17][C:10]=12. The catalyst class is: 18. (3) Reactant: C([NH:4][C:5]1[S:6][C:7]([C:11]2[CH:16]=[CH:15][C:14]([S:17](Cl)(=[O:19])=[O:18])=[CH:13][CH:12]=2)=[C:8]([CH3:10])[N:9]=1)(=O)C.S([O-])([O-])=O.[Na+].[Na+].[C:27](=O)([O-])O.[Na+].BrCC(O)=O.[OH-].[Na+]. Product: [CH3:27][S:17]([C:14]1[CH:15]=[CH:16][C:11]([C:7]2[S:6][C:5]([NH2:4])=[N:9][C:8]=2[CH3:10])=[CH:12][CH:13]=1)(=[O:19])=[O:18]. The catalyst class is: 38. (4) Reactant: [CH3:1][O:2][C:3]1[CH:4]=[C:5]([C:9]2[CH:14]=[CH:13][C:12]([CH2:15][C:16](O)=[O:17])=[C:11]([N+:19]([O-])=O)[CH:10]=2)[CH:6]=[CH:7][CH:8]=1. Product: [CH3:1][O:2][C:3]1[CH:4]=[C:5]([C:9]2[CH:10]=[C:11]3[C:12]([CH2:15][C:16](=[O:17])[NH:19]3)=[CH:13][CH:14]=2)[CH:6]=[CH:7][CH:8]=1. The catalyst class is: 19. (5) Reactant: [CH2:1]([C@@:5]1([C:30]([O:32][C:33]([CH3:36])([CH3:35])[CH3:34])=[O:31])[CH2:9][C@H:8]([C:10]([O-])=O)[C@H:7]([C:13]2[S:14][CH:15]=[CH:16][N:17]=2)[N:6]1[C:18](=[O:29])[C:19]1[CH:24]=[CH:23][C:22]([C:25]([CH3:28])([CH3:27])[CH3:26])=[CH:21][CH:20]=1)[CH:2]([CH3:4])[CH3:3].[OH2:37].[NH2:38][NH2:39]. Product: [CH2:1]([C@@:5]1([C:30]([O:32][C:33]([CH3:34])([CH3:35])[CH3:36])=[O:31])[CH2:9][C@@H:8]([C:10]([NH:38][NH2:39])=[O:37])[C@H:7]([C:13]2[S:14][CH:15]=[CH:16][N:17]=2)[N:6]1[C:18](=[O:29])[C:19]1[CH:20]=[CH:21][C:22]([C:25]([CH3:26])([CH3:27])[CH3:28])=[CH:23][CH:24]=1)[CH:2]([CH3:4])[CH3:3]. The catalyst class is: 8. (6) Reactant: [F:1][C:2]1[C:22](F)=[CH:21][C:5]2[C:6]3[C:7](=[O:20])[C:8]([C:15]([O:17][CH2:18][CH3:19])=[O:16])=[CH:9][N:10]([CH3:14])[C:11]=3[CH:12]=[N:13][C:4]=2[CH:3]=1.[CH3:24][C:25]12[CH2:32][CH:29]([NH:30][CH2:31]1)[CH2:28][C:27]([CH3:34])([CH3:33])[CH2:26]2. Product: [F:1][C:2]1[C:22]([N:30]2[CH2:31][C:25]3([CH3:24])[CH2:32][CH:29]2[CH2:28][C:27]([CH3:34])([CH3:33])[CH2:26]3)=[CH:21][C:5]2[C:6]3[C:7](=[O:20])[C:8]([C:15]([O:17][CH2:18][CH3:19])=[O:16])=[CH:9][N:10]([CH3:14])[C:11]=3[CH:12]=[N:13][C:4]=2[CH:3]=1. The catalyst class is: 16. (7) Product: [C:25]([O:29][C:30]([N:32]1[CH2:35][CH:34]([O:24][C:21]2[CH:22]=[N:23][C:18]([Br:17])=[CH:19][CH:20]=2)[CH2:33]1)=[O:31])([CH3:28])([CH3:26])[CH3:27]. Reactant: CC(C)([O-])C.[Na+].C([O-])(=O)C1C=CC=CC=1.[K+].[Br:17][C:18]1[N:23]=[CH:22][C:21]([OH:24])=[CH:20][CH:19]=1.[C:25]([O:29][C:30]([N:32]1[CH2:35][CH:34](I)[CH2:33]1)=[O:31])([CH3:28])([CH3:27])[CH3:26]. The catalyst class is: 197.